This data is from Full USPTO retrosynthesis dataset with 1.9M reactions from patents (1976-2016). The task is: Predict the reactants needed to synthesize the given product. (1) Given the product [CH3:15][N:16]1[C:20]([C:21]([NH:10][NH:9][C:7](=[O:8])[C:6]2[CH:11]=[CH:12][C:3]([C:2]([F:13])([F:14])[F:1])=[CH:4][CH:5]=2)=[O:22])=[CH:19][CH:18]=[N:17]1, predict the reactants needed to synthesize it. The reactants are: [F:1][C:2]([F:14])([F:13])[C:3]1[CH:12]=[CH:11][C:6]([C:7]([NH:9][NH2:10])=[O:8])=[CH:5][CH:4]=1.[CH3:15][N:16]1[C:20]([C:21](O)=[O:22])=[CH:19][CH:18]=[N:17]1.F[P-](F)(F)(F)(F)F.N1(OC(N(C)C)=[N+](C)C)C2N=CC=CC=2N=N1.C(N(C(C)C)CC)(C)C. (2) Given the product [C:10]([C:9]1[CH:12]=[C:5]([C:3](=[O:4])[CH2:2][N:21]2[CH2:20][CH2:19][N:18]([C:22]([O:24][C:25]([CH3:26])([CH3:27])[CH3:28])=[O:23])[CH2:17][C@@H:16]2[CH2:15][OH:14])[CH:6]=[CH:7][C:8]=1[F:13])#[N:11], predict the reactants needed to synthesize it. The reactants are: Br[CH2:2][C:3]([C:5]1[CH:6]=[CH:7][C:8]([F:13])=[C:9]([CH:12]=1)[C:10]#[N:11])=[O:4].[OH:14][CH2:15][C@@H:16]1[NH:21][CH2:20][CH2:19][N:18]([C:22]([O:24][C:25]([CH3:28])([CH3:27])[CH3:26])=[O:23])[CH2:17]1.C([O-])([O-])=O.[K+].[K+]. (3) Given the product [C@@:19]12([OH:28])[N:26]([CH3:27])[C@@H:23]([CH2:24][CH2:25]1)[CH2:22][CH:21]=[CH:20]2.[OH:1][C:2]1([C:15]([O-:17])=[O:16])[C:3]2[CH:4]=[CH:5][CH:6]=[CH:7][C:8]=2[C:9]2[C:14]1=[CH:13][CH:12]=[CH:11][CH:10]=2, predict the reactants needed to synthesize it. The reactants are: [OH:1][C:2]1([C:15]([O:17]C)=[O:16])[C:14]2[CH:13]=[CH:12][CH:11]=[CH:10][C:9]=2[C:8]2[C:3]1=[CH:4][CH:5]=[CH:6][CH:7]=2.[C@@:19]12([OH:28])[N:26]([CH3:27])[C@@H:23]([CH2:24][CH2:25]1)[CH2:22][CH:21]=[CH:20]2.[Na].O. (4) Given the product [CH2:1]([O:8][C:9](=[O:38])[NH:10][C@H:11]([CH2:36][O:37][Si:44]([C:47]([CH3:50])([CH3:49])[CH3:48])([CH3:46])[CH3:45])[CH2:12][CH2:13][C:14](=[O:35])[NH:15][C:16]([C:17]1[CH:18]=[CH:19][CH:20]=[CH:21][CH:22]=1)([C:29]1[CH:30]=[CH:31][CH:32]=[CH:33][CH:34]=1)[C:23]1[CH:28]=[CH:27][CH:26]=[CH:25][CH:24]=1)[C:2]1[CH:7]=[CH:6][CH:5]=[CH:4][CH:3]=1, predict the reactants needed to synthesize it. The reactants are: [CH2:1]([O:8][C:9](=[O:38])[NH:10][C@H:11]([CH2:36][OH:37])[CH2:12][CH2:13][C:14](=[O:35])[NH:15][C:16]([C:29]1[CH:34]=[CH:33][CH:32]=[CH:31][CH:30]=1)([C:23]1[CH:28]=[CH:27][CH:26]=[CH:25][CH:24]=1)[C:17]1[CH:22]=[CH:21][CH:20]=[CH:19][CH:18]=1)[C:2]1[CH:7]=[CH:6][CH:5]=[CH:4][CH:3]=1.N1C=CN=C1.[Si:44](Cl)([C:47]([CH3:50])([CH3:49])[CH3:48])([CH3:46])[CH3:45]. (5) Given the product [C:6]([C:5]1[CH:8]=[CH:9][C:2]([C:12]2[CH:13]=[CH:14][CH:15]=[CH:16][C:11]=2[CH3:10])=[CH:3][CH:4]=1)#[N:7], predict the reactants needed to synthesize it. The reactants are: Cl[C:2]1[CH:9]=[CH:8][C:5]([C:6]#[N:7])=[CH:4][CH:3]=1.[CH3:10][C:11]1[CH:16]=[CH:15][CH:14]=[CH:13][C:12]=1B(O)O.[F-].[K+].